Dataset: Peptide-MHC class I binding affinity with 185,985 pairs from IEDB/IMGT. Task: Regression. Given a peptide amino acid sequence and an MHC pseudo amino acid sequence, predict their binding affinity value. This is MHC class I binding data. (1) The peptide sequence is DLAQDPMLI. The MHC is HLA-B15:01 with pseudo-sequence HLA-B15:01. The binding affinity (normalized) is 0.0847. (2) The peptide sequence is YLYGIGSAVV. The MHC is HLA-A02:01 with pseudo-sequence HLA-A02:01. The binding affinity (normalized) is 0.662. (3) The peptide sequence is ILYMLSWGK. The MHC is HLA-B15:17 with pseudo-sequence HLA-B15:17. The binding affinity (normalized) is 0.0847. (4) The peptide sequence is ALMDCIIFES. The MHC is HLA-A02:06 with pseudo-sequence HLA-A02:06. The binding affinity (normalized) is 0.764. (5) The peptide sequence is MMMSTAVAF. The MHC is HLA-B45:06 with pseudo-sequence HLA-B45:06. The binding affinity (normalized) is 0.213. (6) The binding affinity (normalized) is 0.233. The MHC is HLA-A31:01 with pseudo-sequence HLA-A31:01. The peptide sequence is LLDYQGMLPV. (7) The peptide sequence is NFHQKKNEI. The MHC is HLA-B08:01 with pseudo-sequence HLA-B08:01. The binding affinity (normalized) is 0.